Dataset: Forward reaction prediction with 1.9M reactions from USPTO patents (1976-2016). Task: Predict the product of the given reaction. (1) The product is: [CH3:16][O:15][C:11](=[O:14])[CH:12]=[CH:13][C:2]1[CH:10]=[C:9]2[C:5]([CH:6]=[CH:7][NH:8]2)=[CH:4][CH:3]=1. Given the reactants Br[C:2]1[CH:10]=[C:9]2[C:5]([CH:6]=[CH:7][NH:8]2)=[CH:4][CH:3]=1.[C:11]([O:15][CH3:16])(=[O:14])[CH:12]=[CH2:13], predict the reaction product. (2) The product is: [C:1]([O:5][C:6]([N:8]1[CH2:9][CH2:10][CH:11]([O:14][C:15]2[CH:20]=[CH:19][C:18]([C:21](=[O:36])[CH2:22][CH:23]([C:24]3[CH:25]=[C:26]4[C:30](=[CH:31][CH:32]=3)[C:29](=[N:33][O:34][CH3:35])[CH2:28][CH2:27]4)[C:43](=[O:44])[C:40]3[CH:41]=[CH:42][N:37]=[CH:38][CH:39]=3)=[CH:17][CH:16]=2)[CH2:12][CH2:13]1)=[O:7])([CH3:4])([CH3:3])[CH3:2]. Given the reactants [C:1]([O:5][C:6]([N:8]1[CH2:13][CH2:12][CH:11]([O:14][C:15]2[CH:20]=[CH:19][C:18]([C:21](=[O:36])/[CH:22]=[CH:23]/[C:24]3[CH:25]=[C:26]4[C:30](=[CH:31][CH:32]=3)[C:29](=[N:33][O:34][CH3:35])[CH2:28][CH2:27]4)=[CH:17][CH:16]=2)[CH2:10][CH2:9]1)=[O:7])([CH3:4])([CH3:3])[CH3:2].[N:37]1[CH:42]=[CH:41][C:40]([CH:43]=[O:44])=[CH:39][CH:38]=1, predict the reaction product. (3) Given the reactants [NH2:1][C@@H:2]([CH2:32][C:33]1[CH:34]=[N:35][CH:36]=[CH:37][CH:38]=1)[C:3]([N:5]1[CH2:10][CH2:9][CH:8]([N:11]2[N:20]=[C:19]([C:21]3[CH:26]=[CH:25][C:24]([O:27][CH3:28])=[C:23]([O:29][CH3:30])[CH:22]=3)[C@@H:18]3[C@@H:13]([CH2:14][CH2:15][CH2:16][CH2:17]3)[C:12]2=[O:31])[CH2:7][CH2:6]1)=[O:4].[CH:39]1([CH2:42][O:43][C:44]2[CH:52]=[CH:51][C:47]3[O:48][CH2:49][O:50][C:46]=3[C:45]=2[C:53]2[C:54]3[NH:61][CH:60]=[C:59]([C:62](O)=[O:63])[C:55]=3[N:56]=[CH:57][N:58]=2)[CH2:41][CH2:40]1.CN(C(ON1N=NC2C=CC=CC1=2)=[N+](C)C)C.F[P-](F)(F)(F)(F)F.CCN(C(C)C)C(C)C.C(=O)(O)[O-].[Na+], predict the reaction product. The product is: [CH:39]1([CH2:42][O:43][C:44]2[CH:52]=[CH:51][C:47]3[O:48][CH2:49][O:50][C:46]=3[C:45]=2[C:53]2[C:54]3[NH:61][CH:60]=[C:59]([C:62]([NH:1][C@@H:2]([CH2:32][C:33]4[CH:34]=[N:35][CH:36]=[CH:37][CH:38]=4)[C:3]([N:5]4[CH2:6][CH2:7][CH:8]([N:11]5[N:20]=[C:19]([C:21]6[CH:26]=[CH:25][C:24]([O:27][CH3:28])=[C:23]([O:29][CH3:30])[CH:22]=6)[C@@H:18]6[C@@H:13]([CH2:14][CH2:15][CH2:16][CH2:17]6)[C:12]5=[O:31])[CH2:9][CH2:10]4)=[O:4])=[O:63])[C:55]=3[N:56]=[CH:57][N:58]=2)[CH2:40][CH2:41]1. (4) Given the reactants [Br:1][C:2]1[CH:3]=[CH:4][C:5]2[O:10][CH2:9][C:8](=[O:11])[NH:7][C:6]=2[CH:12]=1.[CH2:13](Br)[C:14]1[CH:19]=[CH:18][CH:17]=[CH:16][CH:15]=1.C(=O)([O-])[O-].[K+].[K+], predict the reaction product. The product is: [Br:1][C:2]1[CH:3]=[CH:4][C:5]2[O:10][CH2:9][C:8](=[O:11])[N:7]([CH2:13][C:14]3[CH:19]=[CH:18][CH:17]=[CH:16][CH:15]=3)[C:6]=2[CH:12]=1. (5) The product is: [CH2:31]([N:15]1[CH:14]=[CH:13][N:12]2[C:8]([C:5]3[CH:6]=[CH:7][C:2]([F:1])=[C:3]([C:18]4[C:19]([C:24]#[N:25])=[CH:20][CH:21]=[CH:22][CH:23]=4)[CH:4]=3)=[CH:9][N:10]=[C:11]2[C:16]1=[O:17])[CH3:32]. Given the reactants [F:1][C:2]1[CH:7]=[CH:6][C:5]([C:8]2[N:12]3[CH:13]=[CH:14][NH:15][C:16](=[O:17])[C:11]3=[N:10][CH:9]=2)=[CH:4][C:3]=1[C:18]1[C:19]([C:24]#[N:25])=[CH:20][CH:21]=[CH:22][CH:23]=1.[H-].[Na+].[Br-].[Li+].I[CH2:31][CH3:32], predict the reaction product. (6) Given the reactants C[O:2][C:3](=[O:29])[C:4]1[CH:9]=[C:8]([Br:10])[C:7]([C:11]2[CH2:15][C:14]([C:20]3[CH:25]=[C:24]([Cl:26])[CH:23]=[C:22]([Cl:27])[CH:21]=3)([C:16]([F:19])([F:18])[F:17])[O:13][N:12]=2)=[CH:6][C:5]=1[CH3:28].[OH-].[K+].Cl, predict the reaction product. The product is: [Br:10][C:8]1[C:7]([C:11]2[CH2:15][C:14]([C:20]3[CH:21]=[C:22]([Cl:27])[CH:23]=[C:24]([Cl:26])[CH:25]=3)([C:16]([F:18])([F:19])[F:17])[O:13][N:12]=2)=[CH:6][C:5]([CH3:28])=[C:4]([CH:9]=1)[C:3]([OH:29])=[O:2]. (7) Given the reactants [CH2:1]([O:8][C:9]([NH:11][CH2:12][CH2:13][CH2:14][C@@H:15]([NH:18][C:19](=[O:41])[CH2:20][C@H:21]([O:33][CH2:34][C:35]1[CH:40]=[CH:39][CH:38]=[CH:37][CH:36]=1)[CH2:22][CH2:23][CH2:24][CH2:25][CH2:26][CH2:27][CH2:28][CH2:29][CH2:30][CH2:31][CH3:32])[CH2:16][OH:17])=[O:10])[C:2]1[CH:7]=[CH:6][CH:5]=[CH:4][CH:3]=1.[O:42]1[CH:47]=[CH:46][CH2:45][CH2:44][CH2:43]1.C1(C)C=CC(S([O-])(=O)=O)=CC=1.[NH+]1C=CC=CC=1, predict the reaction product. The product is: [CH2:1]([O:8][C:9]([NH:11][CH2:12][CH2:13][CH2:14][C@@H:15]([NH:18][C:19](=[O:41])[CH2:20][C@H:21]([O:33][CH2:34][C:35]1[CH:36]=[CH:37][CH:38]=[CH:39][CH:40]=1)[CH2:22][CH2:23][CH2:24][CH2:25][CH2:26][CH2:27][CH2:28][CH2:29][CH2:30][CH2:31][CH3:32])[CH2:16][O:17][CH:43]1[CH2:44][CH2:45][CH2:46][CH2:47][O:42]1)=[O:10])[C:2]1[CH:3]=[CH:4][CH:5]=[CH:6][CH:7]=1.